This data is from Full USPTO retrosynthesis dataset with 1.9M reactions from patents (1976-2016). The task is: Predict the reactants needed to synthesize the given product. Given the product [ClH:8].[NH2:33][CH2:32][CH2:31][O:29][C:23]1[CH:22]=[C:21]2[C:26]([C:17]([NH:16][C:11]3[CH:12]=[CH:13][C:14]([Cl:15])=[C:9]([Cl:8])[CH:10]=3)=[N:18][CH:19]=[N:20]2)=[CH:25][C:24]=1[O:27][CH3:28], predict the reactants needed to synthesize it. The reactants are: FC(F)(F)C(O)=O.[Cl:8][C:9]1[CH:10]=[C:11]([NH:16][C:17]2[C:26]3[C:21](=[CH:22][C:23]([OH:29])=[C:24]([O:27][CH3:28])[CH:25]=3)[N:20]=[CH:19][N:18]=2)[CH:12]=[CH:13][C:14]=1[Cl:15].Br[CH2:31][CH2:32][NH:33]C(=O)OC(C)(C)C.C(=O)([O-])[O-].[K+].[K+].Cl.